From a dataset of Forward reaction prediction with 1.9M reactions from USPTO patents (1976-2016). Predict the product of the given reaction. (1) The product is: [CH3:66][O:67][C:68](=[O:78])[C@@H:69]([NH:70][C:8]([C@@H:6]1[C@@H:5]([CH2:1][CH2:2][CH2:3][CH3:4])[O:7]1)=[O:10])[CH2:71][C:72]1[CH:77]=[CH:76][CH:75]=[CH:74][CH:73]=1. Given the reactants [CH2:1]([C@H:5]1[O:7][C@@H:6]1[C:8]([OH:10])=O)[CH2:2][CH2:3][CH3:4].CCCCC(F)(F)C(O)CC[C@@H]1[C@@H](CCCCCCC(O)=O)C(=O)C[C@H]1O.C1CCC(NC2CCCCC2)CC1.C(Cl)(=O)C(C)(C)C.C(N(CC)CC)C.Cl.[CH3:66][O:67][C:68](=[O:78])[C@H:69]([CH2:71][C:72]1[CH:77]=[CH:76][CH:75]=[CH:74][CH:73]=1)[NH2:70], predict the reaction product. (2) Given the reactants Cl[C:2]1[CH:3]=[C:4]([F:10])[C:5]([O:8][CH3:9])=[N:6][CH:7]=1.[B:11]1([B:11]2[O:15][C:14]([CH3:17])([CH3:16])[C:13]([CH3:19])([CH3:18])[O:12]2)[O:15][C:14]([CH3:17])([CH3:16])[C:13]([CH3:19])([CH3:18])[O:12]1.C(Cl)Cl.C([O-])(=O)C.[K+], predict the reaction product. The product is: [F:10][C:4]1[C:5]([O:8][CH3:9])=[N:6][CH:7]=[C:2]([B:11]2[O:15][C:14]([CH3:17])([CH3:16])[C:13]([CH3:19])([CH3:18])[O:12]2)[CH:3]=1. (3) Given the reactants [NH2:1][C@H:2]([C:4]1[N:9]([C:10]2[CH:15]=[CH:14][CH:13]=[CH:12][CH:11]=2)[C:8](=[O:16])[C:7]2=[C:17]([CH3:20])[CH:18]=[CH:19][N:6]2[N:5]=1)[CH3:3].Cl[C:22]1[C:27]([C:28]([O:30][CH2:31][CH3:32])=[O:29])=[C:26]([NH:33][CH2:34][C:35]2[CH:40]=[CH:39][C:38]([O:41][CH3:42])=[CH:37][CH:36]=2)[N:25]=[CH:24][N:23]=1.C(N(CC)C(C)C)(C)C, predict the reaction product. The product is: [CH3:42][O:41][C:38]1[CH:37]=[CH:36][C:35]([CH2:34][NH:33][C:26]2[C:27]([C:28]([O:30][CH2:31][CH3:32])=[O:29])=[C:22]([NH:1][C@H:2]([C:4]3[N:9]([C:10]4[CH:15]=[CH:14][CH:13]=[CH:12][CH:11]=4)[C:8](=[O:16])[C:7]4=[C:17]([CH3:20])[CH:18]=[CH:19][N:6]4[N:5]=3)[CH3:3])[N:23]=[CH:24][N:25]=2)=[CH:40][CH:39]=1. (4) Given the reactants [N:1]([CH2:4][CH2:5][O:6][CH2:7][CH2:8][O:9][CH2:10][CH2:11][OH:12])=[N+:2]=[N-:3].[H-].[Na+].Br[CH2:16][C:17]([OH:19])=[O:18].N1CCCCC1, predict the reaction product. The product is: [N:1]([CH2:4][CH2:5][O:6][CH2:7][CH2:8][O:9][CH2:10][CH2:11][O:12][CH2:16][C:17]([OH:19])=[O:18])=[N+:2]=[N-:3]. (5) Given the reactants [C:1]([O:5][C:6]([N:8]1[CH2:13][CH2:12][CH:11]([O:14][C:15]2[CH:20]=[CH:19][C:18]([N+:21]([O-])=O)=[C:17]([CH3:24])[N:16]=2)[CH2:10][CH2:9]1)=[O:7])([CH3:4])([CH3:3])[CH3:2], predict the reaction product. The product is: [C:1]([O:5][C:6]([N:8]1[CH2:9][CH2:10][CH:11]([O:14][C:15]2[CH:20]=[CH:19][C:18]([NH2:21])=[C:17]([CH3:24])[N:16]=2)[CH2:12][CH2:13]1)=[O:7])([CH3:4])([CH3:3])[CH3:2].